This data is from Full USPTO retrosynthesis dataset with 1.9M reactions from patents (1976-2016). The task is: Predict the reactants needed to synthesize the given product. (1) The reactants are: [CH3:1][N:2]([CH3:6])[CH2:3][C:4]#[CH:5].Br[C:8]1[CH:9]=[C:10]2[C:14](=[C:15]([Cl:17])[CH:16]=1)[C:13](=[O:18])[N:12]([CH2:19][C:20]1[CH:25]=[CH:24][C:23]([O:26][C:27]3[CH:32]=[CH:31][CH:30]=[CH:29][CH:28]=3)=[CH:22][CH:21]=1)[CH2:11]2.C(Cl)(Cl)Cl.CO. Given the product [Cl:17][C:15]1[CH:16]=[C:8]([C:5]#[C:4][CH2:3][N:2]([CH3:6])[CH3:1])[CH:9]=[C:10]2[C:14]=1[C:13](=[O:18])[N:12]([CH2:19][C:20]1[CH:21]=[CH:22][C:23]([O:26][C:27]3[CH:28]=[CH:29][CH:30]=[CH:31][CH:32]=3)=[CH:24][CH:25]=1)[CH2:11]2, predict the reactants needed to synthesize it. (2) Given the product [Cl:1][C:2]1[CH:9]=[CH:8][CH:7]=[CH:6][C:3]=1/[CH:4]=[CH:13]/[N+:10]([O-:12])=[O:11], predict the reactants needed to synthesize it. The reactants are: [Cl:1][C:2]1[CH:9]=[CH:8][CH:7]=[CH:6][C:3]=1[CH:4]=O.[N+:10]([CH3:13])([O-:12])=[O:11].C([O-])(=O)C.[NH4+]. (3) Given the product [NH2:11][C:4]1[CH:3]=[CH:2][C:24]2[O:27][C:33]([C:22]3[CH:17]=[CH:18][C:19]([C:2]4[S:6][C:5]([C:7]([O:9][CH3:10])=[O:8])=[C:4]([N:11]([C:15]([CH:17]5[CH2:22][CH2:21][CH:20]([CH3:23])[CH2:19][CH2:18]5)=[O:16])[CH:12]([CH3:14])[CH3:13])[CH:3]=4)=[CH:20][CH:21]=3)=[N:31][C:30]=2[CH:5]=1, predict the reactants needed to synthesize it. The reactants are: I[C:2]1[S:6][C:5]([C:7]([O:9][CH3:10])=[O:8])=[C:4]([N:11]([C:15]([C@H:17]2[CH2:22][CH2:21][C@H:20]([CH3:23])[CH2:19][CH2:18]2)=[O:16])[CH:12]([CH3:14])[CH3:13])[CH:3]=1.[C:24](=[O:27])([O-])[O-].[Na+].[Na+].[CH3:30][N:31]([CH:33]=O)C. (4) Given the product [Br:1][C:2]1[CH:3]=[CH:4][C:5]([O:9][CH3:10])=[C:6]([CH:7]=1)[O:8][C@@H:13]1[CH2:14][CH2:15][O:11][CH2:12]1, predict the reactants needed to synthesize it. The reactants are: [Br:1][C:2]1[CH:3]=[CH:4][C:5]([O:9][CH3:10])=[C:6]([OH:8])[CH:7]=1.[O:11]1[CH2:15][CH2:14][C@H:13](O)[CH2:12]1.C1C=CC(P(C2C=CC=CC=2)C2C=CC=CC=2)=CC=1.CCOC(/N=N/C(OCC)=O)=O. (5) Given the product [CH:26]1([CH2:25][C@H:3]([NH:2][C:42]([C:41]2[N:37]([C:31]3[CH:32]=[CH:33][CH:34]=[CH:35][CH:36]=3)[N:38]=[N:39][CH:40]=2)=[O:43])[C:4](=[O:5])[NH:6][C@H:7]2[CH2:13][CH2:12][C@@H:11]([CH3:14])[N:10]([S:15]([C:18]3[CH:23]=[CH:22][CH:21]=[CH:20][N:19]=3)(=[O:16])=[O:17])[CH2:9][C:8]2=[O:24])[CH2:27][CH2:28][CH2:29][CH2:30]1, predict the reactants needed to synthesize it. The reactants are: Cl.[NH2:2][C@@H:3]([CH2:25][CH:26]1[CH2:30][CH2:29][CH2:28][CH2:27]1)[C:4]([NH:6][C@H:7]1[CH2:13][CH2:12][C@@H:11]([CH3:14])[N:10]([S:15]([C:18]2[CH:23]=[CH:22][CH:21]=[CH:20][N:19]=2)(=[O:17])=[O:16])[CH2:9][C@@H:8]1[OH:24])=[O:5].[C:31]1([N:37]2[C:41]([C:42](O)=[O:43])=[CH:40][N:39]=[N:38]2)[CH:36]=[CH:35][CH:34]=[CH:33][CH:32]=1.CC(OI1(OC(C)=O)(OC(C)=O)OC(=O)C2C=CC=CC1=2)=O.